Dataset: Full USPTO retrosynthesis dataset with 1.9M reactions from patents (1976-2016). Task: Predict the reactants needed to synthesize the given product. (1) Given the product [CH2:12]([O:19][CH2:20][CH:21]1[CH2:24][C:23]2([O:28][CH2:27][CH2:26][O:25]2)[CH2:22]1)[C:13]1[CH:18]=[CH:17][CH:16]=[CH:15][CH:14]=1, predict the reactants needed to synthesize it. The reactants are: C1(C)C=CC(S(O)(=O)=O)=CC=1.[CH2:12]([O:19][CH2:20][CH:21]1[CH2:24][C:23](=[O:25])[CH2:22]1)[C:13]1[CH:18]=[CH:17][CH:16]=[CH:15][CH:14]=1.[CH2:26](O)[CH2:27][OH:28].O. (2) Given the product [O:33]=[S:1]1[CH2:6][CH2:5][CH:4]([NH:7][C:8]([C:10]2[CH:19]=[CH:18][C:17]3[C:12](=[CH:13][CH:14]=[C:15]([O:20][C:21]4[CH:26]=[CH:25][C:24]([C:27]([F:29])([F:28])[F:30])=[CH:23][N:22]=4)[CH:16]=3)[N:11]=2)=[O:9])[CH2:3][CH2:2]1, predict the reactants needed to synthesize it. The reactants are: [S:1]1[CH2:6][CH2:5][CH:4]([NH:7][C:8]([C:10]2[CH:19]=[CH:18][C:17]3[C:12](=[CH:13][CH:14]=[C:15]([O:20][C:21]4[CH:26]=[CH:25][C:24]([C:27]([F:30])([F:29])[F:28])=[CH:23][N:22]=4)[CH:16]=3)[N:11]=2)=[O:9])[CH2:3][CH2:2]1.C([OH:33])C. (3) Given the product [Br:40][CH2:39][C:25]1[CH:26]=[C:27]([N:30]2[C:34]([C:35]([F:38])([F:36])[F:37])=[N:33][N:32]=[N:31]2)[CH:28]=[CH:29][C:24]=1[F:23], predict the reactants needed to synthesize it. The reactants are: N(C(C)(CC(OC)(C)C)C#N)=NC(C)(CC(C)(OC)C)C#N.[F:23][C:24]1[CH:29]=[CH:28][C:27]([N:30]2[C:34]([C:35]([F:38])([F:37])[F:36])=[N:33][N:32]=[N:31]2)=[CH:26][C:25]=1[CH3:39].[Br:40]N1C(=O)C2=CC=CC=C2C1=O. (4) Given the product [CH3:1][O:2][C:3]1[C:4]2[N:17]=[C:16]([NH:18][C:24](=[O:25])[C:23]3[CH:27]=[CH:28][N:29]=[C:21]([CH2:20][N:39]4[CH2:44][CH2:43][O:42][CH2:41][CH2:40]4)[CH:22]=3)[S:15][C:5]=2[C:6]([N:9]2[CH2:10][CH2:11][O:12][CH2:13][CH2:14]2)=[N:7][CH:8]=1, predict the reactants needed to synthesize it. The reactants are: [CH3:1][O:2][C:3]1[C:4]2[N:17]=[C:16]([NH2:18])[S:15][C:5]=2[C:6]([N:9]2[CH2:14][CH2:13][O:12][CH2:11][CH2:10]2)=[N:7][CH:8]=1.Cl[CH2:20][C:21]1[CH:22]=[C:23]([CH:27]=[CH:28][N:29]=1)[C:24](Cl)=[O:25].C(N(C(C)C)C(C)C)C.[NH:39]1[CH2:44][CH2:43][O:42][CH2:41][CH2:40]1. (5) Given the product [C:18]([O:17][C:16]([NH:15][C@@H:7]([CH2:8][C:9]1[CH:14]=[CH:13][CH:12]=[CH:11][CH:10]=1)[C@H:5]([O:6][Si:43]([C:46]([CH3:49])([CH3:48])[CH3:47])([CH3:45])[CH3:44])[CH2:4][CH:3]([CH2:23][C:24]1[CH:29]=[CH:28][C:27]([C:30]2[CH:35]=[CH:34][CH:33]=[CH:32][N:31]=2)=[CH:26][CH:25]=1)[C:2]([OH:36])=[O:1])=[O:22])([CH3:20])([CH3:21])[CH3:19], predict the reactants needed to synthesize it. The reactants are: [O:1]=[C:2]1[O:6][C@@H:5]([C@@H:7]([NH:15][C:16](=[O:22])[O:17][C:18]([CH3:21])([CH3:20])[CH3:19])[CH2:8][C:9]2[CH:14]=[CH:13][CH:12]=[CH:11][CH:10]=2)[CH2:4][CH:3]1[CH2:23][C:24]1[CH:29]=[CH:28][C:27]([C:30]2[CH:35]=[CH:34][CH:33]=[CH:32][N:31]=2)=[CH:26][CH:25]=1.[OH-:36].[Na+].N1C=CN=C1.[Si:43](Cl)([C:46]([CH3:49])([CH3:48])[CH3:47])([CH3:45])[CH3:44]. (6) Given the product [F:1][C:2]([F:20])([F:21])[C:3]1[CH:19]=[CH:18][C:6]([O:7][C:8]2[CH:17]=[CH:16][C:11]([C:12]3[N:15]=[C:23]([CH3:24])[O:14][N:13]=3)=[CH:10][CH:9]=2)=[CH:5][CH:4]=1, predict the reactants needed to synthesize it. The reactants are: [F:1][C:2]([F:21])([F:20])[C:3]1[CH:19]=[CH:18][C:6]([O:7][C:8]2[CH:17]=[CH:16][C:11](/[C:12](/[NH2:15])=[N:13]/[OH:14])=[CH:10][CH:9]=2)=[CH:5][CH:4]=1.[F-].[CH2:23]([N+](CCCC)(CCCC)CCCC)[CH2:24]CC. (7) Given the product [Br:1][C:2]1[CH:3]=[C:4]([C@:9]2([CH3:27])[CH2:14][C@@H:13]([C:15]([F:18])([F:17])[F:16])[O:12][C:11]([NH:19][C:20](=[O:26])[O:21][C:22]([CH3:25])([CH3:24])[CH3:23])=[N:10]2)[C:5]([O:29][CH3:28])=[N:6][CH:7]=1, predict the reactants needed to synthesize it. The reactants are: [Br:1][C:2]1[CH:3]=[C:4]([C@:9]2([CH3:27])[CH2:14][C@@H:13]([C:15]([F:18])([F:17])[F:16])[O:12][C:11]([NH:19][C:20](=[O:26])[O:21][C:22]([CH3:25])([CH3:24])[CH3:23])=[N:10]2)[C:5](F)=[N:6][CH:7]=1.[CH3:28][O-:29].[Na+].